From a dataset of Peptide-MHC class I binding affinity with 185,985 pairs from IEDB/IMGT. Regression. Given a peptide amino acid sequence and an MHC pseudo amino acid sequence, predict their binding affinity value. This is MHC class I binding data. (1) The peptide sequence is KEHVIQNAF. The MHC is HLA-B08:01 with pseudo-sequence HLA-B08:01. The binding affinity (normalized) is 0. (2) The peptide sequence is KAIGTVLV. The MHC is HLA-B54:01 with pseudo-sequence HLA-B54:01. The binding affinity (normalized) is 0. (3) The peptide sequence is APGAAGPPQ. The MHC is HLA-B15:01 with pseudo-sequence HLA-B15:01. The binding affinity (normalized) is 0.410. (4) The peptide sequence is PLILAYFPVFRFL. The MHC is HLA-A11:01 with pseudo-sequence HLA-A11:01. The binding affinity (normalized) is 0. (5) The peptide sequence is INMLKRVRNR. The MHC is HLA-A31:01 with pseudo-sequence HLA-A31:01. The binding affinity (normalized) is 0.320. (6) The peptide sequence is QTDNDIWFW. The MHC is HLA-B15:01 with pseudo-sequence HLA-B15:01. The binding affinity (normalized) is 0.0847. (7) The peptide sequence is LMANLAPHL. The binding affinity (normalized) is 0. The MHC is HLA-A26:01 with pseudo-sequence HLA-A26:01. (8) The binding affinity (normalized) is 0.135. The MHC is HLA-B53:01 with pseudo-sequence HLA-B53:01. The peptide sequence is IPRRNVATL. (9) The peptide sequence is QSFEEVSAR. The MHC is HLA-A30:01 with pseudo-sequence HLA-A30:01. The binding affinity (normalized) is 0.0847. (10) The peptide sequence is ANFSVIFDR. The MHC is HLA-A31:01 with pseudo-sequence HLA-A31:01. The binding affinity (normalized) is 0.489.